This data is from Reaction yield outcomes from USPTO patents with 853,638 reactions. The task is: Predict the reaction yield, written as a fraction of the theoretical maximum amount of product (1.0 means a 100% yield; for example, 0.34 means a 34% yield). (1) The reactants are [CH2:1]([O:8][C:9]1[CH:14]=[CH:13][C:12]([C:15]2[CH:20]=[CH:19][C:18]([NH:21][C:22](=[O:28])[O:23][C:24]([CH3:27])([CH3:26])[CH3:25])=[CH:17][CH:16]=2)=[C:11]([N+:29]([O-])=O)[CH:10]=1)[C:2]1[CH:7]=[CH:6][CH:5]=[CH:4][CH:3]=1.CCCCCC. The catalyst is P(OCC)(OCC)OCC. The product is [CH2:1]([O:8][C:9]1[CH:10]=[C:11]2[C:12]([C:15]3[CH:20]=[CH:19][C:18]([NH:21][C:22](=[O:28])[O:23][C:24]([CH3:27])([CH3:26])[CH3:25])=[CH:17][C:16]=3[NH:29]2)=[CH:13][CH:14]=1)[C:2]1[CH:7]=[CH:6][CH:5]=[CH:4][CH:3]=1. The yield is 0.740. (2) The reactants are F[C:2]1[CH:7]=[CH:6][C:5]([C:8]2[CH:9]=[N:10][C:11]([N:14]3[CH2:19][CH2:18][N:17]([S:20]([CH2:23][C@H:24]([CH:28]([CH3:30])[CH3:29])[C:25]([OH:27])=[O:26])(=[O:22])=[O:21])[CH2:16][CH2:15]3)=[N:12][CH:13]=2)=[CH:4]C=1.C([C@@H]1COC(=O)[N:39]1C(=O)[C@H](CS(N1CCN(C2N=CC(C3C=NC=CC=3)=CN=2)CC1)(=O)=O)C(C)C)C1C=CC=CC=1. No catalyst specified. The product is [CH3:30][CH:28]([CH3:29])[C@@H:24]([CH2:23][S:20]([N:17]1[CH2:18][CH2:19][N:14]([C:11]2[N:12]=[CH:13][C:8]([C:5]3[CH:4]=[N:39][CH:2]=[CH:7][CH:6]=3)=[CH:9][N:10]=2)[CH2:15][CH2:16]1)(=[O:22])=[O:21])[C:25]([OH:27])=[O:26]. The yield is 0.610. (3) The reactants are [CH2:1]([C:4]1[CH:9]=[C:8]([O:10][CH2:11][C:12]2[CH:17]=[CH:16][CH:15]=[CH:14][CH:13]=2)[CH:7]=[CH:6][C:5]=1[OH:18])[CH:2]=[CH2:3].[H-].[Na+].Br[C:22]([CH3:29])([CH3:28])[C:23]([O:25][CH2:26][CH3:27])=[O:24]. The catalyst is CN(C=O)C. The product is [CH2:26]([O:25][C:23](=[O:24])[C:22]([O:18][C:5]1[CH:6]=[CH:7][C:8]([O:10][CH2:11][C:12]2[CH:17]=[CH:16][CH:15]=[CH:14][CH:13]=2)=[CH:9][C:4]=1[CH2:1][CH:2]=[CH2:3])([CH3:29])[CH3:28])[CH3:27]. The yield is 0.950. (4) The product is [CH2:1]([N:3]([CH2:19][CH3:20])[CH2:4][CH2:5][N:6]1[CH2:11][CH2:10][C:9]2[NH:12][C:13]([CH:16]=[C:25]3[C:24]4[C:28](=[CH:29][C:30]([NH:31][C:32](=[O:34])[CH3:33])=[C:22]([F:21])[CH:23]=4)[NH:27][C:26]3=[O:35])=[C:14]([CH3:15])[C:8]=2[C:7]1=[O:18])[CH3:2]. The reactants are [CH2:1]([N:3]([CH2:19][CH3:20])[CH2:4][CH2:5][N:6]1[CH2:11][CH2:10][C:9]2[NH:12][C:13]([CH:16]=O)=[C:14]([CH3:15])[C:8]=2[C:7]1=[O:18])[CH3:2].[F:21][C:22]1[CH:23]=[C:24]2[C:28](=[CH:29][C:30]=1[NH:31][C:32](=[O:34])[CH3:33])[NH:27][C:26](=[O:35])[CH2:25]2. The yield is 0.320. No catalyst specified. (5) The reactants are C([O:8][C@H:9]1[C@H:15]([O:16]CC2C=CC=CC=2)[C@@H:14]([O:24]CC2C=CC=CC=2)[C@:13]2([C:33]3[CH:38]=[CH:37][C:36]([Cl:39])=[C:35]([CH2:40][C:41]4[CH:46]=[CH:45][C:44]([O:47][CH2:48][CH3:49])=[CH:43][CH:42]=4)[CH:34]=3)[O:32][C@@:10]1([CH2:50][F:51])[CH2:11][O:12]2)C1C=CC=CC=1.C(OCC)(=O)C. The catalyst is C(O)C.O1CCCC1.[Pd]. The product is [Cl:39][C:36]1[CH:37]=[CH:38][C:33]([C@@:13]23[O:32][C@@:10]([CH2:50][F:51])([CH2:11][O:12]2)[C@@H:9]([OH:8])[C@H:15]([OH:16])[C@H:14]3[OH:24])=[CH:34][C:35]=1[CH2:40][C:41]1[CH:42]=[CH:43][C:44]([O:47][CH2:48][CH3:49])=[CH:45][CH:46]=1. The yield is 0.630. (6) No catalyst specified. The yield is 0.970. The product is [CH3:25][O:26][C:27]1[CH:14]=[CH:15][C:16]([N:17]([C:2]2[C:11]3[C:6](=[N:7][CH:8]=[CH:9][N:10]=3)[N:5]=[C:4]([CH3:12])[N:3]=2)[CH3:18])=[CH:31][CH:28]=1. The reactants are Cl[C:2]1[C:11]2[C:6](=[N:7][CH:8]=[CH:9][N:10]=2)[N:5]=[C:4]([CH3:12])[N:3]=1.Cl[C:14]1N=[C:18](C)[N:17]=[C:16](N)[C:15]=1N.O1[CH2:28][CH2:27][O:26][CH:25](O)C1O.[CH2:31](O)C. (7) The reactants are [F:1][C:2]1[CH:3]=[C:4]([CH:8]=[CH:9][CH:10]=1)[C:5](Cl)=[O:6].Cl.[C:12]1([C:18]2[N:22]=[C:21]([CH:23]3[CH2:28][CH2:27][CH2:26][NH:25][CH2:24]3)[O:20][N:19]=2)[CH:17]=[CH:16][CH:15]=[CH:14][CH:13]=1. The catalyst is C(Cl)Cl.CO. The product is [F:1][C:2]1[CH:3]=[C:4]([C:5]([N:25]2[CH2:26][CH2:27][CH2:28][CH:23]([C:21]3[O:20][N:19]=[C:18]([C:12]4[CH:17]=[CH:16][CH:15]=[CH:14][CH:13]=4)[N:22]=3)[CH2:24]2)=[O:6])[CH:8]=[CH:9][CH:10]=1. The yield is 0.530. (8) The reactants are CS(O)(=O)=O.[CH3:6][C:7]([CH3:9])=[O:8].[CH3:10][N:11]([CH:13]=[O:14])[CH3:12]. No catalyst specified. The product is [CH3:10][N:11]([CH:13]=[O:14])[CH3:12].[CH3:6][C:7]([CH3:9])=[O:8]. The yield is 0.950.